Task: Predict the product of the given reaction.. Dataset: Forward reaction prediction with 1.9M reactions from USPTO patents (1976-2016) (1) Given the reactants [CH3:1][O:2][C:3]1[CH:8]=[CH:7][C:6]([C:9]2[O:13][CH:12]=[N:11][C:10]=2[C:14]([O:16][CH2:17][CH3:18])=[O:15])=[CH:5][CH:4]=1.C[Si]([N-][Si](C)(C)C)(C)C.[Li+].[I:29]I.S([O-])([O-])(=O)=S.[Na+].[Na+], predict the reaction product. The product is: [I:29][C:12]1[O:13][C:9]([C:6]2[CH:5]=[CH:4][C:3]([O:2][CH3:1])=[CH:8][CH:7]=2)=[C:10]([C:14]([O:16][CH2:17][CH3:18])=[O:15])[N:11]=1. (2) Given the reactants [C:1]([O:5][C:6](=[O:10])[CH2:7][CH2:8][NH2:9])([CH3:4])([CH3:3])[CH3:2].C(N(CC)C(C)C)(C)C.[C:20]([CH:24]1[CH2:29][CH2:28][CH:27]([O:30][C:31]2[CH:32]=[C:33]3[C:38](=[CH:39][CH:40]=2)[CH:37]=[C:36]([C:41](=O)[C:42]([F:45])([F:44])[F:43])[CH:35]=[CH:34]3)[CH2:26][CH2:25]1)([CH3:23])([CH3:22])[CH3:21].C(Cl)Cl.C([BH3-])#N.[Na+], predict the reaction product. The product is: [C:1]([O:5][C:6](=[O:10])[CH2:7][CH2:8][NH:9][CH:41]([C:36]1[CH:35]=[CH:34][C:33]2[C:38](=[CH:39][CH:40]=[C:31]([O:30][CH:27]3[CH2:28][CH2:29][CH:24]([C:20]([CH3:23])([CH3:22])[CH3:21])[CH2:25][CH2:26]3)[CH:32]=2)[CH:37]=1)[C:42]([F:43])([F:44])[F:45])([CH3:4])([CH3:3])[CH3:2]. (3) Given the reactants CC(OI1(OC(C)=O)(OC(C)=O)OC(=O)C2C=CC=CC1=2)=O.[C:23]([O:27][C:28]([N:30]1[CH2:34][C:33]([F:36])([F:35])[CH2:32][C@H:31]1[CH2:37][OH:38])=[O:29])([CH3:26])([CH3:25])[CH3:24], predict the reaction product. The product is: [C:23]([O:27][C:28]([N:30]1[CH2:34][C:33]([F:35])([F:36])[CH2:32][C@H:31]1[CH:37]=[O:38])=[O:29])([CH3:26])([CH3:25])[CH3:24].